This data is from Catalyst prediction with 721,799 reactions and 888 catalyst types from USPTO. The task is: Predict which catalyst facilitates the given reaction. (1) Reactant: [N:1]1([C:6]([O:8][CH2:9][C:10]2[CH:15]=[CH:14][CH:13]=[CH:12][CH:11]=2)=[O:7])[CH2:5][CH:4]=[CH:3][CH2:2]1.ClC1C=CC=C(C(OO)=[O:24])C=1.S(S([O-])=O)([O-])(=O)=O.[Na+].[Na+]. Product: [CH:3]12[O:24][CH:4]1[CH2:5][N:1]([C:6]([O:8][CH2:9][C:10]1[CH:15]=[CH:14][CH:13]=[CH:12][CH:11]=1)=[O:7])[CH2:2]2. The catalyst class is: 4. (2) Reactant: [CH2:1]([O:3][C:4]([C:6]1[NH:7][C:8]2[C:13]([CH:14]=1)=[C:12]([O:15][C:16]1[CH:21]=[C:20](F)[CH:19]=[C:18](F)[C:17]=1[N+:24]([O-])=O)[CH:11]=[CH:10][CH:9]=2)=[O:5])[CH3:2].[CH2:27](O)C. Product: [CH2:1]([O:3][C:4]([C:6]1[NH:7][C:8]2[C:13]([CH:14]=1)=[C:12]([O:15][C:16]1[CH:21]=[CH:20][C:19]([CH3:27])=[CH:18][C:17]=1[NH2:24])[CH:11]=[CH:10][CH:9]=2)=[O:5])[CH3:2]. The catalyst class is: 45. (3) Reactant: [CH3:1][O:2][C:3]1[CH:8]=[CH:7][C:6]([C@@H:9]2[NH:13][CH:12]([C:14]([OH:16])=[O:15])[CH2:11][S:10]2)=[CH:5][CH:4]=1.O.Cl.N[C@H](C(O)=O)CS.C([O-])(=O)C.[Na+].N[C@H](C(O)=O)CS.[CH3:38][O:39][C:40]1[CH:47]=[CH:46][C:43]([CH:44]=[O:45])=[CH:42][CH:41]=1. Product: [CH3:38][O:39][C:40]1[CH:47]=[CH:46][C:43]([CH:44]=[O:45])=[CH:42][CH:41]=1.[CH3:1][O:2][C:3]1[CH:4]=[CH:5][C:6]([CH:9]2[NH:13][CH:12]([C:14]([OH:16])=[O:15])[CH2:11][S:10]2)=[CH:7][CH:8]=1. The catalyst class is: 40. (4) Reactant: CC1(C)C(C)(C)OB([C:9]2[CH:10]=[C:11]3[C:16](=[C:17]([O:19][CH2:20][O:21][CH2:22][CH2:23][Si:24]([CH3:27])([CH3:26])[CH3:25])[CH:18]=2)[N:15]=[CH:14][N:13]([CH2:28][O:29][CH2:30][CH2:31][Si:32]([CH3:35])([CH3:34])[CH3:33])[C:12]3=[O:36])O1.[CH2:38]([C:45]1[CH:50]=[CH:49][CH:48]=[CH:47][C:46]=1Br)[C:39]1[CH:44]=[CH:43][CH:42]=[CH:41][CH:40]=1.C(=O)([O-])[O-].[K+].[K+]. Product: [CH2:38]([C:39]1[CH:44]=[CH:43][CH:42]=[CH:41][C:40]=1[C:14]1[N:13]([CH2:28][O:29][CH2:30][CH2:31][Si:32]([CH3:35])([CH3:34])[CH3:33])[C:12](=[O:36])[C:11]2[C:16](=[C:17]([O:19][CH2:20][O:21][CH2:22][CH2:23][Si:24]([CH3:26])([CH3:27])[CH3:25])[CH:18]=[CH:9][CH:10]=2)[N:15]=1)[C:45]1[CH:50]=[CH:49][CH:48]=[CH:47][CH:46]=1. The catalyst class is: 688. (5) Reactant: [CH3:1][O:2][C:3]1[CH:8]=[C:7]([C:9]2[CH:10]=[N:11][N:12]([CH3:14])[CH:13]=2)[CH:6]=[CH:5][C:4]=1[NH:15][CH:16]=O.[H-].[Na+].[Cl:20][C:21]1[C:26]2[N:27]=C(S(C)(=O)=O)[N:29]=[CH:30][C:25]=2[CH:24]=[CH:23][N:22]=1.[OH-].[Na+]. Product: [Cl:20][C:21]1[C:26]2[N:27]=[C:16]([NH:15][C:4]3[CH:5]=[CH:6][C:7]([C:9]4[CH:10]=[N:11][N:12]([CH3:14])[CH:13]=4)=[CH:8][C:3]=3[O:2][CH3:1])[N:29]=[CH:30][C:25]=2[CH:24]=[CH:23][N:22]=1. The catalyst class is: 36. (6) Reactant: [H-].[Al+3].[Li+].[H-].[H-].[H-].[CH2:7]([C:9]1[CH:16]=[CH:15][CH:14]=[CH:13][C:10]=1[C:11]#[N:12])[CH3:8].O.[OH-].[Na+]. Product: [CH2:7]([C:9]1[CH:16]=[CH:15][CH:14]=[CH:13][C:10]=1[CH2:11][NH2:12])[CH3:8]. The catalyst class is: 7. (7) Reactant: C[Si]([N-][Si](C)(C)C)(C)C.[Na+].[Cl:11][C:12]1[CH:13]=[C:14]2[C:18](=[CH:19][CH:20]=1)[C:17](=[O:21])[NH:16][CH2:15]2.Br[CH2:23][C:24]1[CH:29]=[CH:28][C:27]([O:30][CH3:31])=[CH:26][CH:25]=1. Product: [Cl:11][C:12]1[CH:13]=[C:14]2[C:18](=[CH:19][CH:20]=1)[C:17](=[O:21])[N:16]([CH2:23][C:24]1[CH:29]=[CH:28][C:27]([O:30][CH3:31])=[CH:26][CH:25]=1)[CH2:15]2. The catalyst class is: 1. (8) Reactant: [C:1]([C:3]1[N:8]=[C:7]([CH2:9][C:10]([NH2:12])=[S:11])[CH:6]=[CH:5][CH:4]=1)#[N:2].[C:13](OC)(=[O:21])[C:14]1[C:15](=[CH:17][CH:18]=[CH:19][CH:20]=1)[SH:16].C(N(CC)CC)C. Product: [O:21]=[C:13]1[C:14]2[CH:20]=[CH:19][CH:18]=[CH:17][C:15]=2[S:16][C:1]([C:3]2[N:8]=[C:7]([CH2:9][C:10]([NH2:12])=[S:11])[CH:6]=[CH:5][CH:4]=2)=[N:2]1. The catalyst class is: 11. (9) The catalyst class is: 40. Product: [CH3:26][CH:23]1[C:24]2[O:25][N:2]=[CH:5][C:6]=2[CH2:7][C:8]2([C:27]3[CH:32]=[CH:31][CH:30]=[CH:29][CH:28]=3)[C:16]3[C:12]([CH2:11][CH2:10][CH:9]12)=[C:13]([C:17]1[CH:18]=[CH:19][CH:20]=[CH:21][CH:22]=1)[NH:14][N:15]=3. Reactant: Cl.[NH2:2]O.O/[CH:5]=[C:6]1/[CH2:7][C:8]2([C:27]3[CH:32]=[CH:31][CH:30]=[CH:29][CH:28]=3)[C:16]3[C:12](=[C:13]([C:17]4[CH:22]=[CH:21][CH:20]=[CH:19][CH:18]=4)[NH:14][N:15]=3)[CH2:11][CH2:10][CH:9]2[CH:23]([CH3:26])[C:24]/1=[O:25].